From a dataset of Peptide-MHC class I binding affinity with 185,985 pairs from IEDB/IMGT. Regression. Given a peptide amino acid sequence and an MHC pseudo amino acid sequence, predict their binding affinity value. This is MHC class I binding data. (1) The peptide sequence is GSDKQVVGQ. The MHC is HLA-A01:01 with pseudo-sequence HLA-A01:01. The binding affinity (normalized) is 0.0847. (2) The peptide sequence is SVANIDRIK. The MHC is HLA-B39:01 with pseudo-sequence HLA-B39:01. The binding affinity (normalized) is 0.0847. (3) The peptide sequence is HPLADNKFAL. The MHC is HLA-B51:01 with pseudo-sequence HLA-B51:01. The binding affinity (normalized) is 0.362. (4) The peptide sequence is STMDVNHPI. The MHC is HLA-A32:01 with pseudo-sequence HLA-A32:01. The binding affinity (normalized) is 0.815. (5) The peptide sequence is CALPFTSAR. The MHC is HLA-A03:01 with pseudo-sequence HLA-A03:01. The binding affinity (normalized) is 0.260. (6) The peptide sequence is SEMIIPKIYG. The MHC is HLA-B44:02 with pseudo-sequence HLA-B44:02. The binding affinity (normalized) is 0.792. (7) The peptide sequence is IRHENRMVL. The MHC is HLA-B44:02 with pseudo-sequence HLA-B44:02. The binding affinity (normalized) is 0.0847.